From a dataset of Reaction yield outcomes from USPTO patents with 853,638 reactions. Predict the reaction yield, written as a fraction of the theoretical maximum amount of product (1.0 means a 100% yield; for example, 0.34 means a 34% yield). (1) The reactants are [OH:1][C:2]1[CH:10]=[C:9]2[C:5]([C:6](=O)[C:7](=[O:11])[NH:8]2)=[C:4](NC(=O)C)[CH:3]=1.Cl.[NH:18]([C:20]1[CH:31]=[CH:30][C:23]([CH2:24][S:25]([NH:28][CH3:29])(=[O:27])=[O:26])=[CH:22][CH:21]=1)[NH2:19]. No catalyst specified. The product is [OH:1][C:2]1[CH:10]=[C:9]2[C:5]([C:6](=[N:19][NH:18][C:20]3[CH:31]=[CH:30][C:23]([CH2:24][S:25](=[O:27])(=[O:26])[NH:28][CH3:29])=[CH:22][CH:21]=3)[C:7](=[O:11])[NH:8]2)=[CH:4][C:3]=1[NH:8][C:7](=[O:11])[CH3:6]. The yield is 0.0400. (2) The reactants are [Cl:1][C:2]1[CH:3]=[C:4]([N:10]2[CH:22]([CH:23]3[CH2:27][CH2:26][CH2:25][CH2:24]3)[CH:21]3[C:12]([C:13]4[CH:14]=[CH:15][C:16]([C:28](O)=[O:29])=[N:17][C:18]=4[CH2:19][CH2:20]3)=[N:11]2)[CH:5]=[CH:6][C:7]=1[C:8]#[N:9].[CH3:31][NH:32][C@@H:33]1[CH2:37][CH2:36][N:35]([CH3:38])[CH2:34]1.CCN(C(C)C)C(C)C.CN(C(ON1N=NC2C=CC=NC1=2)=[N+](C)C)C.F[P-](F)(F)(F)(F)F. The catalyst is ClCCl.CN(C=O)C. The product is [Cl:1][C:2]1[CH:3]=[C:4]([N:10]2[CH:22]([CH:23]3[CH2:27][CH2:26][CH2:25][CH2:24]3)[CH:21]3[C:12]([C:13]4[CH:14]=[CH:15][C:16]([C:28]([N:32]([CH3:31])[C@@H:33]5[CH2:37][CH2:36][N:35]([CH3:38])[CH2:34]5)=[O:29])=[N:17][C:18]=4[CH2:19][CH2:20]3)=[N:11]2)[CH:5]=[CH:6][C:7]=1[C:8]#[N:9]. The yield is 0.155.